This data is from Reaction yield outcomes from USPTO patents with 853,638 reactions. The task is: Predict the reaction yield, written as a fraction of the theoretical maximum amount of product (1.0 means a 100% yield; for example, 0.34 means a 34% yield). (1) The reactants are [OH:1][CH2:2][CH:3]([O:6][N:7]1C(=O)C2[C:9](=CC=CC=2)[C:8]1=O)[CH2:4][OH:5].O.NN.[N:21]1[C:30]2[C:25](=[CH:26][C:27]([CH2:31][C:32]3[N:36]4[N:37]=[C:38](C(=O)C)[CH:39]=[CH:40][C:35]4=[N:34][N:33]=3)=[CH:28][CH:29]=2)[CH:24]=[CH:23][CH:22]=1. No catalyst specified. The product is [OH:1][CH2:2][CH:3]([O:6]/[N:7]=[C:8](/[C:35]1[CH:40]=[CH:39][C:38]2[N:33]([C:32]([CH2:31][C:27]3[CH:26]=[C:25]4[C:30](=[CH:29][CH:28]=3)[N:21]=[CH:22][CH:23]=[CH:24]4)=[N:36][N:37]=2)[N:34]=1)\[CH3:9])[CH2:4][OH:5]. The yield is 0.286. (2) The yield is 0.0200. The reactants are [C:1]1([OH:7])[CH:6]=[CH:5][CH:4]=[CH:3][CH:2]=1.[C:8]1([OH:14])[CH:13]=[CH:12][CH:11]=[CH:10][CH:9]=1.C1CCCCC1.[H][H].[H][H].C1(O)C=CC=CC=1.C1(=O)CCCCC1. The product is [CH:1]1([OH:7])[CH2:6][CH2:5][CH2:4][CH2:3][CH2:2]1.[C:8]1([OH:14])[CH:13]=[CH:12][CH:11]=[CH:10][CH:9]=1. The catalyst is [Pd].C1CCCCC1. (3) The reactants are [Br:1][C:2]1[CH:11]=[C:10]2[C:5]([C:6]([NH:15][CH2:16][CH:17]3[CH2:22][CH2:21][O:20][CH2:19][CH2:18]3)=[C:7]([N+:12]([O-])=O)[CH:8]=[N:9]2)=[CH:4][CH:3]=1. The catalyst is C(#N)C.C(O)(C)C.[Pt]. The product is [Br:1][C:2]1[CH:11]=[C:10]2[C:5]([C:6]([NH:15][CH2:16][CH:17]3[CH2:18][CH2:19][O:20][CH2:21][CH2:22]3)=[C:7]([NH2:12])[CH:8]=[N:9]2)=[CH:4][CH:3]=1. The yield is 1.00. (4) The reactants are Cl[C:2]1[CH:18]=[CH:17][CH:16]=[CH:15][C:3]=1[O:4][P:5](=[N:7][C@H:8]([CH3:14])[C:9]([O:11][CH2:12][CH3:13])=[O:10])=[O:6].[NH2:19][C:20]1[N:28]=[C:27]2[C:23]([N:24]=[CH:25][N:26]2[C@H:29]2[C@@:33]([F:35])([CH3:34])[C@H:32]([O:36][C:37]([O:39][CH2:40][C:41]3[CH:46]=[CH:45][CH:44]=[CH:43][CH:42]=3)=[O:38])[C@@H:31]([CH2:47][OH:48])[O:30]2)=[C:22]([NH:49][C:50](=[O:59])[O:51][CH2:52][C:53]2[CH:58]=[CH:57][CH:56]=[CH:55][CH:54]=2)[N:21]=1.CN1[CH:65]=[CH:64]N=C1. The catalyst is C1COCC1. The product is [NH2:19][C:20]1[N:28]=[C:27]2[C:23]([N:24]=[CH:25][N:26]2[C@@H:29]2[O:30][C@H:31]([CH2:47][O:48][P@:5]([O:4][C:3]3[CH:15]=[CH:16][CH:17]=[CH:18][C:2]=3[CH2:14][CH2:8][C:9]([O:11][CH2:64][CH3:65])=[O:10])([NH:7][C@@H:8]([CH3:14])[C:9]([O:11][CH2:12][CH3:13])=[O:10])=[O:6])[C@@H:32]([O:36][C:37]([O:39][CH2:40][C:41]3[CH:46]=[CH:45][CH:44]=[CH:43][CH:42]=3)=[O:38])[C@:33]2([F:35])[CH3:34])=[C:22]([NH:49][C:50]([O:51][CH2:52][C:53]2[CH:54]=[CH:55][CH:56]=[CH:57][CH:58]=2)=[O:59])[N:21]=1. The yield is 0.800.